Dataset: Full USPTO retrosynthesis dataset with 1.9M reactions from patents (1976-2016). Task: Predict the reactants needed to synthesize the given product. Given the product [F:14][C:2]1([F:1])[CH2:6][N:5]2[C@H:4]([CH2:7][C:8](=[O:13])[CH2:9][C:10]2([CH3:11])[CH3:12])[CH2:3]1, predict the reactants needed to synthesize it. The reactants are: [F:1][C:2]1([F:14])[CH2:6][NH:5][C@H:4]([CH2:7][C:8](=[O:13])[CH:9]=[C:10]([CH3:12])[CH3:11])[CH2:3]1.C([O-])([O-])=O.[K+].[K+].